Dataset: Catalyst prediction with 721,799 reactions and 888 catalyst types from USPTO. Task: Predict which catalyst facilitates the given reaction. (1) The catalyst class is: 270. Product: [Br:1][C:2]1[N:3]=[C:4]2[N:16]([CH2:17][C:18]3[C:23]([F:24])=[CH:22][CH:21]=[C:20]([F:25])[C:19]=3[Cl:26])[C:10](=[O:11])[C:9](=[O:15])[NH:8][C:5]2=[N:6][CH:7]=1. Reactant: [Br:1][C:2]1[N:3]=[C:4]([NH:16][CH2:17][C:18]2[C:23]([F:24])=[CH:22][CH:21]=[C:20]([F:25])[C:19]=2[Cl:26])[C:5]([NH:8][C:9](=[O:15])[C:10](OCC)=[O:11])=[N:6][CH:7]=1. (2) Reactant: C(OC([N:8]1[CH2:13][CH2:12][C:11]2[N:14]([CH3:17])[CH:15]=[CH:16][C:10]=2[C:9]1=[O:18])=O)(C)(C)C.[Al+3].[Cl-].[Cl-].[Cl-].[C:23](Cl)(=[O:25])[CH3:24]. Product: [C:23]([C:15]1[N:14]([CH3:17])[C:11]2[CH2:12][CH2:13][NH:8][C:9](=[O:18])[C:10]=2[CH:16]=1)(=[O:25])[CH3:24]. The catalyst class is: 2. (3) Reactant: C[O:2][C:3]([C:5]1[S:6][C:7]([C:20]2[C:21]([NH2:33])=[N:22][CH:23]=[C:24]([C:26]3[CH:31]=[CH:30][CH:29]=[C:28]([Cl:32])[CH:27]=3)[CH:25]=2)=[CH:8][C:9]=1[O:10][CH:11]([C:13]1[CH:18]=[CH:17][CH:16]=[CH:15][C:14]=1[Cl:19])[CH3:12])=O.[NH3:34]. Product: [NH2:33][C:21]1[C:20]([C:7]2[S:6][C:5]([C:3]([NH2:34])=[O:2])=[C:9]([O:10][CH:11]([C:13]3[CH:18]=[CH:17][CH:16]=[CH:15][C:14]=3[Cl:19])[CH3:12])[CH:8]=2)=[CH:25][C:24]([C:26]2[CH:31]=[CH:30][CH:29]=[C:28]([Cl:32])[CH:27]=2)=[CH:23][N:22]=1. The catalyst class is: 5. (4) Reactant: [CH3:1][O:2][C:3](=[O:19])[C:4]1[CH:9]=[C:8]([N:10]2[CH:15]=[CH:14][C:13]([CH3:16])=[CH:12][C:11]2=[O:17])[CH:7]=[C:6]([NH2:18])[CH:5]=1.[N-:20]=[N+:21]=[N-:22].[Na+].[CH:24](OCC)(OCC)OCC. Product: [CH3:1][O:2][C:3](=[O:19])[C:4]1[CH:5]=[C:6]([N:18]2[CH:24]=[N:22][N:21]=[N:20]2)[CH:7]=[C:8]([N:10]2[CH:15]=[CH:14][C:13]([CH3:16])=[CH:12][C:11]2=[O:17])[CH:9]=1. The catalyst class is: 52. (5) Reactant: [N:1]1(C2C=CC=CN=2)[CH2:6][CH2:5][CH:4]([O:7][N:8]=[C:9]2[CH2:14][CH2:13][N:12]([C:15]3[CH:20]=[CH:19][C:18]([S:21]([CH3:24])(=[O:23])=[O:22])=[CH:17][C:16]=3[F:25])[CH2:11][CH2:10]2)[CH2:3][CH2:2]1.C(N(C(C)C)CC)(C)C.CS(C)=O.FC1C=CC=CN=1. Product: [NH:1]1[CH2:6][CH2:5][CH:4]([O:7][N:8]=[C:9]2[CH2:14][CH2:13][N:12]([C:15]3[CH:20]=[CH:19][C:18]([S:21]([CH3:24])(=[O:22])=[O:23])=[CH:17][C:16]=3[F:25])[CH2:11][CH2:10]2)[CH2:3][CH2:2]1. The catalyst class is: 5. (6) Reactant: C(N(CC)C(=O)[O:5][C:6]1[C:7]([C:32]#[N:33])=[N:8][CH:9]=[CH:10][C:11]=1[CH2:12][CH2:13][CH2:14][CH2:15][CH2:16][NH:17][C:18]1[C:19]2[C:24]([N:25]=[C:26]3[C:31]=1[CH2:30][CH2:29][CH2:28][CH2:27]3)=[CH:23][CH:22]=[CH:21][CH:20]=2)C.[NH2:37][OH:38].Cl.N1C=CC=CC=1. Product: [OH:38][N:37]=[C:32]([C:7]1[C:6]([OH:5])=[C:11]([CH2:12][CH2:13][CH2:14][CH2:15][CH2:16][NH:17][C:18]2[C:19]3[C:24]([N:25]=[C:26]4[C:31]=2[CH2:30][CH2:29][CH2:28][CH2:27]4)=[CH:23][CH:22]=[CH:21][CH:20]=3)[CH:10]=[CH:9][N:8]=1)[NH2:33]. The catalyst class is: 8. (7) Reactant: Cl.C1C2C(COC([N:19]3[CH2:24][C@@H:23]([C:25](=[O:44])[N:26]([CH:41]4[CH2:43][CH2:42]4)[CH2:27][C:28]4[CH:33]=[CH:32][C:31]([CH3:34])=[C:30]([O:35][CH2:36][CH2:37][CH2:38][O:39][CH3:40])[CH:29]=4)[CH2:22][C@@H:21]([NH2:45])[CH2:20]3)=O)C3C(=CC=CC=3)C=2C=CC=1.[C:46](Cl)(=[O:51])[C:47]([CH3:50])([CH3:49])[CH3:48]. Product: [CH:41]1([N:26]([CH2:27][C:28]2[CH:33]=[CH:32][C:31]([CH3:34])=[C:30]([O:35][CH2:36][CH2:37][CH2:38][O:39][CH3:40])[CH:29]=2)[C:25]([C@H:23]2[CH2:22][C@@H:21]([NH:45][C:46](=[O:51])[C:47]([CH3:50])([CH3:49])[CH3:48])[CH2:20][NH:19][CH2:24]2)=[O:44])[CH2:42][CH2:43]1. The catalyst class is: 23. (8) Reactant: Br[CH2:2][C:3]([C:5]1[CH:10]=[C:9]([Br:11])[CH:8]=[CH:7][C:6]=1[O:12][CH2:13][C:14]1[CH:19]=[CH:18][C:17]([C:20]([N:22]2[CH2:27][CH2:26][N:25]([S:28]([C:31]3[CH:36]=[CH:35][CH:34]=[C:33]([N+:37]([O-:39])=[O:38])[CH:32]=3)(=[O:30])=[O:29])[CH2:24][CH2:23]2)=[O:21])=[CH:16][CH:15]=1)=[O:4].[CH2:40]1[CH2:45][NH:44][CH2:43][CH:42]([OH:46])[CH2:41]1.Cl.C([O-])([O-])=O.[K+].[K+]. Product: [Br:11][C:9]1[CH:8]=[CH:7][C:6]([O:12][CH2:13][C:14]2[CH:15]=[CH:16][C:17]([C:20]([N:22]3[CH2:27][CH2:26][N:25]([S:28]([C:31]4[CH:36]=[CH:35][CH:34]=[C:33]([N+:37]([O-:39])=[O:38])[CH:32]=4)(=[O:30])=[O:29])[CH2:24][CH2:23]3)=[O:21])=[CH:18][CH:19]=2)=[C:5]([CH:3]([OH:4])[CH2:2][N:44]2[CH2:45][CH2:40][CH2:41][CH:42]([OH:46])[CH2:43]2)[CH:10]=1. The catalyst class is: 3. (9) Reactant: [CH3:1][N:2]1[CH:6]=[N:5][C:4]([C:7]2[CH:12]=[CH:11][CH:10]=[CH:9][CH:8]=2)=[N:3]1.C([Li])CCC.[F:18][C:19]1[CH:26]=[CH:25][C:24]([C:27]2([CH3:32])[O:31][CH2:30][CH2:29][O:28]2)=[CH:23][C:20]=1[CH:21]=[O:22]. Product: [F:18][C:19]1[CH:26]=[CH:25][C:24]([C:27]2([CH3:32])[O:28][CH2:29][CH2:30][O:31]2)=[CH:23][C:20]=1[CH:21]([C:6]1[N:2]([CH3:1])[N:3]=[C:4]([C:7]2[CH:8]=[CH:9][CH:10]=[CH:11][CH:12]=2)[N:5]=1)[OH:22]. The catalyst class is: 1.